This data is from Forward reaction prediction with 1.9M reactions from USPTO patents (1976-2016). The task is: Predict the product of the given reaction. (1) The product is: [NH2:1][C:2]1[N:6]([C:7]2[CH:12]=[CH:11][CH:10]=[C:9]([Cl:13])[C:8]=2[F:14])[N:5]=[N:26][C:3]=1[C:15]([OH:17])=[O:16]. Given the reactants [NH2:1][C:2]1[N:6]([C:7]2[CH:12]=[CH:11][CH:10]=[C:9]([Cl:13])[C:8]=2[F:14])[N:5]=C[C:3]=1[C:15]([O:17]CC)=[O:16].C(O[N:26]=O)CC(C)C.[OH-].[Na+].CO, predict the reaction product. (2) Given the reactants Cl[C:2]1[C:7]([C:8]([NH2:10])=[O:9])=[CH:6][N:5]=[C:4]([Cl:11])[CH:3]=1.[I:12][C:13]1[CH:14]=[C:15]([CH:18]=[CH:19][CH:20]=1)[CH2:16][NH2:17].CCN(C(C)C)C(C)C, predict the reaction product. The product is: [Cl:11][C:4]1[CH:3]=[C:2]([NH:17][CH2:16][C:15]2[CH:18]=[CH:19][CH:20]=[C:13]([I:12])[CH:14]=2)[C:7]([C:8]([NH2:10])=[O:9])=[CH:6][N:5]=1. (3) Given the reactants [C:1]([O:5][CH2:6][CH:7](O)C)(=[O:4])[CH:2]=[CH2:3].C([O-])(=O)CCCCCCCCCCC.C([O-])(=O)CCCCCCCCCCC.C([Sn+2]CCCC)CCC.O=C=[N:49]C1CC(C)(C)CC(C)(CN=C=O)C1, predict the reaction product. The product is: [C:1]([OH:5])(=[O:4])[CH:2]=[CH2:3].[NH2:49][C:1]([O:5][CH2:6][CH3:7])=[O:4]. (4) Given the reactants [O:1]1[C:7]2[CH:8]=[CH:9][C:10]([NH2:12])=[CH:11][C:6]=2[O:5][CH2:4][CH2:3][CH2:2]1.[F:13][C:14]([F:31])([F:30])[C:15]1[CH:16]=[C:17]([N:21]2[CH2:26][CH2:25][CH:24]([C:27](O)=[O:28])[CH2:23][CH2:22]2)[CH:18]=[CH:19][CH:20]=1, predict the reaction product. The product is: [O:1]1[CH2:2][CH2:3][CH2:4][O:5][C:6]2[CH:11]=[C:10]([NH:12][C:27]([CH:24]3[CH2:23][CH2:22][N:21]([C:17]4[CH:18]=[CH:19][CH:20]=[C:15]([C:14]([F:31])([F:13])[F:30])[CH:16]=4)[CH2:26][CH2:25]3)=[O:28])[CH:9]=[CH:8][C:7]1=2. (5) The product is: [NH2:32][C:6]([CH2:7][CH:8]([OH:23])[C:9]1[CH:10]=[CH:11][C:12]([CH2:15][CH2:16][CH2:17][CH2:18][CH2:19][CH2:20][CH2:21][CH3:22])=[CH:13][CH:14]=1)([CH2:5][OH:4])[CH2:27][OH:28]. Given the reactants C([O:4][CH2:5][C:6]([NH:32]C(=O)C)([CH2:27][O:28]C(=O)C)[CH2:7][CH:8]([O:23]C(=O)C)[C:9]1[CH:14]=[CH:13][C:12]([CH2:15][CH2:16][CH2:17][CH2:18][CH2:19][CH2:20][CH2:21][CH3:22])=[CH:11][CH:10]=1)(=O)C.[OH-].[Na+], predict the reaction product. (6) Given the reactants [N+:1]([C:4]1[CH:9]=[CH:8][C:7]([C:10]2[CH:11]=[C:12]3[C:17](=[CH:18][CH:19]=2)[CH:16]=[C:15]([OH:20])[CH:14]=[CH:13]3)=[CH:6][CH:5]=1)([O-:3])=[O:2].Cl[CH2:22][CH2:23][O:24][CH2:25][CH2:26][O:27][CH2:28][CH2:29][F:30].C(=O)([O-])[O-].[K+].[K+].CN(C=O)C, predict the reaction product. The product is: [F:30][CH2:29][CH2:28][O:27][CH2:26][CH2:25][O:24][CH2:23][CH2:22][O:20][C:15]1[CH:14]=[CH:13][C:12]2[C:17](=[CH:18][CH:19]=[C:10]([C:7]3[CH:8]=[CH:9][C:4]([N+:1]([O-:3])=[O:2])=[CH:5][CH:6]=3)[CH:11]=2)[CH:16]=1.